Dataset: Reaction yield outcomes from USPTO patents with 853,638 reactions. Task: Predict the reaction yield, written as a fraction of the theoretical maximum amount of product (1.0 means a 100% yield; for example, 0.34 means a 34% yield). (1) The reactants are [CH:1]1([NH2:4])[CH2:3][CH2:2]1.Cl.Cl[CH:7]([C:12]1[C:13](=[O:21])[C:14]([OH:20])=[C:15]([CH2:18][CH3:19])[NH:16][CH:17]=1)[C:8]([F:11])([F:10])[F:9]. The catalyst is CC#N. The product is [CH:1]1([NH:4][CH:7]([C:12]2[C:13](=[O:21])[C:14]([OH:20])=[C:15]([CH2:18][CH3:19])[NH:16][CH:17]=2)[C:8]([F:9])([F:11])[F:10])[CH2:3][CH2:2]1. The yield is 0.810. (2) The reactants are [F:1][C:2]1[CH:7]=[CH:6][C:5]([C:8]2[C:16]3[C:11](=[CH:12][CH:13]=[C:14]([C:17]([OH:19])=O)[CH:15]=3)[NH:10][N:9]=2)=[CH:4][CH:3]=1.O.ON1C2C=CC=CC=2N=N1.Cl.CN(C)CCCN=C=NCC.[CH3:43][O:44][CH2:45][CH2:46][NH2:47]. The catalyst is O1CCCC1.O.CN(C)C=O. The product is [F:1][C:2]1[CH:3]=[CH:4][C:5]([C:8]2[C:16]3[C:11](=[CH:12][CH:13]=[C:14]([C:17]([NH:47][CH2:46][CH2:45][O:44][CH3:43])=[O:19])[CH:15]=3)[NH:10][N:9]=2)=[CH:6][CH:7]=1. The yield is 0.660. (3) The reactants are [CH:1]([C:3]1[N:4]([C:8]2[CH:15]=[CH:14][C:11]([C:12]#[N:13])=[CH:10][C:9]=2[CH3:16])[CH:5]=[CH:6][CH:7]=1)=O.[C:17]([CH:22]=P(C1C=CC=CC=1)(C1C=CC=CC=1)C1C=CC=CC=1)([O:19][CH2:20][CH3:21])=[O:18]. The catalyst is C1(C)C=CC=CC=1. The product is [C:12]([C:11]1[CH:14]=[CH:15][C:8]([N:4]2[CH:5]=[CH:6][CH:7]=[C:3]2[CH:1]=[CH:22][C:17]([O:19][CH2:20][CH3:21])=[O:18])=[C:9]([CH3:16])[CH:10]=1)#[N:13]. The yield is 0.980. (4) The reactants are [CH2:1]([NH:8][C:9]([C:11]1[CH:20]=[CH:19][C:18]2[C:13](=[C:14](Br)[CH:15]=[N:16][CH:17]=2)[N:12]=1)=[O:10])[C:2]1[CH:7]=[CH:6][CH:5]=[CH:4][CH:3]=1.[Cl:22][C:23]1[CH:28]=[CH:27][C:26](B(O)O)=[CH:25][CH:24]=1.C(=O)([O-])[O-].[Cs+].[Cs+]. The catalyst is O1CCOCC1.O.C1(P([C-]2C=CC=C2)C2C=CC=CC=2)C=CC=CC=1.[C-]1(P(C2C=CC=CC=2)C2C=CC=CC=2)C=CC=C1.[Fe+2].[Pd](Cl)Cl. The product is [CH2:1]([NH:8][C:9]([C:11]1[CH:20]=[CH:19][C:18]2[C:13](=[C:14]([C:26]3[CH:27]=[CH:28][C:23]([Cl:22])=[CH:24][CH:25]=3)[CH:15]=[N:16][CH:17]=2)[N:12]=1)=[O:10])[C:2]1[CH:7]=[CH:6][CH:5]=[CH:4][CH:3]=1. The yield is 0.670. (5) The reactants are Br[C:2]1[CH:11]=[CH:10][CH:9]=[C:8]2[C:3]=1[CH2:4][CH2:5][O:6][CH2:7]2.[C:12]([N:19]1[CH2:24][CH2:23][NH:22][CH2:21][CH2:20]1)([O:14][C:15]([CH3:18])([CH3:17])[CH3:16])=[O:13].CC([O-])(C)C.[Na+]. The catalyst is CC([O-])=O.CC([O-])=O.[Pd+2].C1(P(C2CCCCC2)C2C=CC=CC=2C2C=CC=CC=2)CCCCC1. The product is [C:15]([O:14][C:12]([N:19]1[CH2:24][CH2:23][N:22]([C:2]2[CH:11]=[CH:10][CH:9]=[C:8]3[C:3]=2[CH2:4][CH2:5][O:6][CH2:7]3)[CH2:21][CH2:20]1)=[O:13])([CH3:18])([CH3:16])[CH3:17]. The yield is 0.600. (6) The reactants are O[CH2:2][C:3]1[C:4]([NH:15][CH2:16][CH2:17][NH:18][C:19](=[O:21])[CH3:20])=[N:5][C:6]2[C:11]([CH:12]=1)=[CH:10][C:9]([O:13][CH3:14])=[CH:8][CH:7]=2.O=S(Cl)[Cl:24]. The catalyst is C(Cl)Cl. The product is [ClH:24].[Cl:24][CH2:2][C:3]1[C:4]([NH:15][CH2:16][CH2:17][NH:18][C:19](=[O:21])[CH3:20])=[N:5][C:6]2[C:11]([CH:12]=1)=[CH:10][C:9]([O:13][CH3:14])=[CH:8][CH:7]=2. The yield is 1.00.